The task is: Predict the reactants needed to synthesize the given product.. This data is from Full USPTO retrosynthesis dataset with 1.9M reactions from patents (1976-2016). (1) The reactants are: [CH2:1]([O:3][C:4](=[O:27])[NH:5][C:6]1[CH:11]=[CH:10][CH:9]=[C:8]([C:12]2[N:13]([CH2:25][CH3:26])[C:14]3[C:19]([C:20]=2[C:21]#[N:22])=[CH:18][CH:17]=[C:16]([O:23]C)[CH:15]=3)[CH:7]=1)[CH3:2].B(Br)(Br)Br. Given the product [CH2:1]([O:3][C:4](=[O:27])[NH:5][C:6]1[CH:11]=[CH:10][CH:9]=[C:8]([C:12]2[N:13]([CH2:25][CH3:26])[C:14]3[C:19]([C:20]=2[C:21]#[N:22])=[CH:18][CH:17]=[C:16]([OH:23])[CH:15]=3)[CH:7]=1)[CH3:2], predict the reactants needed to synthesize it. (2) Given the product [CH3:2][C:1]([C:5]1[CH:12]=[CH:11][C:8]2[CH:9]=[C:23]([C:24]([O:26][CH2:27][CH3:28])=[O:25])[CH:22]([C:21]([F:20])([F:30])[F:29])[O:13][C:7]=2[CH:6]=1)([CH3:4])[CH3:3], predict the reactants needed to synthesize it. The reactants are: [C:1]([C:5]1[CH:6]=[C:7]([OH:13])[C:8](=[CH:11][CH:12]=1)[CH:9]=O)([CH3:4])([CH3:3])[CH3:2].C(=O)([O-])[O-].[K+].[K+].[F:20][C:21]([F:30])([F:29])/[CH:22]=[CH:23]/[C:24]([O:26][CH2:27][CH3:28])=[O:25].Cl. (3) Given the product [CH2:16]([O:14][C:13]([C:10]1([C:4]2[CH:5]=[CH:6][C:7]([O:8][CH3:9])=[C:2]([Cl:1])[CH:3]=2)[CH2:11][CH2:12]1)=[O:15])[CH3:17], predict the reactants needed to synthesize it. The reactants are: [Cl:1][C:2]1[CH:3]=[C:4]([C:10]2([C:13]([OH:15])=[O:14])[CH2:12][CH2:11]2)[CH:5]=[CH:6][C:7]=1[O:8][CH3:9].[CH3:16][CH2:17]O.